Dataset: NCI-60 drug combinations with 297,098 pairs across 59 cell lines. Task: Regression. Given two drug SMILES strings and cell line genomic features, predict the synergy score measuring deviation from expected non-interaction effect. (1) Cell line: PC-3. Drug 1: C1CN1P(=S)(N2CC2)N3CC3. Drug 2: C1=CC=C(C=C1)NC(=O)CCCCCCC(=O)NO. Synergy scores: CSS=12.7, Synergy_ZIP=-5.28, Synergy_Bliss=-2.17, Synergy_Loewe=-5.23, Synergy_HSA=-2.91. (2) Drug 2: CC12CCC3C(C1CCC2O)C(CC4=C3C=CC(=C4)O)CCCCCCCCCS(=O)CCCC(C(F)(F)F)(F)F. Drug 1: CC(C1=C(C=CC(=C1Cl)F)Cl)OC2=C(N=CC(=C2)C3=CN(N=C3)C4CCNCC4)N. Synergy scores: CSS=38.2, Synergy_ZIP=-0.608, Synergy_Bliss=-0.875, Synergy_Loewe=-12.2, Synergy_HSA=0.828. Cell line: KM12. (3) Cell line: NCI/ADR-RES. Drug 1: C1=NC2=C(N1)C(=S)N=C(N2)N. Synergy scores: CSS=26.0, Synergy_ZIP=-6.10, Synergy_Bliss=-4.48, Synergy_Loewe=-1.78, Synergy_HSA=-0.938. Drug 2: CC1=C(N=C(N=C1N)C(CC(=O)N)NCC(C(=O)N)N)C(=O)NC(C(C2=CN=CN2)OC3C(C(C(C(O3)CO)O)O)OC4C(C(C(C(O4)CO)O)OC(=O)N)O)C(=O)NC(C)C(C(C)C(=O)NC(C(C)O)C(=O)NCCC5=NC(=CS5)C6=NC(=CS6)C(=O)NCCC[S+](C)C)O.